Dataset: Reaction yield outcomes from USPTO patents with 853,638 reactions. Task: Predict the reaction yield, written as a fraction of the theoretical maximum amount of product (1.0 means a 100% yield; for example, 0.34 means a 34% yield). The reactants are C([N:8]1[CH2:13][CH2:12][C:11](=[CH:14][C:15]2[CH:20]=[CH:19][C:18]([C:21]3[NH:22][CH2:23][CH2:24][N:25]=3)=[CH:17][CH:16]=2)[CH2:10][CH2:9]1)C1C=CC=CC=1.C([O-])=O.[NH4+]. The catalyst is C(O)C.[Pd]. The product is [NH:25]1[CH2:24][CH2:23][N:22]=[C:21]1[C:18]1[CH:17]=[CH:16][C:15]([CH2:14][CH:11]2[CH2:10][CH2:9][NH:8][CH2:13][CH2:12]2)=[CH:20][CH:19]=1. The yield is 0.920.